From a dataset of Forward reaction prediction with 1.9M reactions from USPTO patents (1976-2016). Predict the product of the given reaction. (1) The product is: [CH3:1][O:2][C:3]([CH:5]1[CH2:9][C@@:8]2([O:39][N:32]=[C:35]([C:36]3[CH:19]=[CH:20][CH:21]=[C:22]([Cl:24])[CH:23]=3)[CH2:10]2)[CH2:7][N:6]1[C:11]([O:13][C:14]([CH3:17])([CH3:16])[CH3:15])=[O:12])=[O:4]. Given the reactants [CH3:1][O:2][C:3]([C@@H:5]1[CH2:9][C:8](=[CH2:10])[CH2:7][N:6]1[C:11]([O:13][C:14]([CH3:17])([CH3:16])[CH3:15])=[O:12])=[O:4].C1[CH:23]=[C:22]([Cl:24])[CH:21]=[C:20](CON(Cl)Cl)[CH:19]=1.C([N:32]([CH2:35][CH3:36])CC)C.CC[O:39]C(C)=O, predict the reaction product. (2) Given the reactants [CH3:1][N:2]([CH:10]1[CH2:14][CH2:13][N:12]([C:15]2[CH:20]=[CH:19][C:18]([N+:21]([O-])=O)=[CH:17][N:16]=2)[CH2:11]1)[C:3](=[O:9])[O:4][C:5]([CH3:8])([CH3:7])[CH3:6].[H][H], predict the reaction product. The product is: [NH2:21][C:18]1[CH:19]=[CH:20][C:15]([N:12]2[CH2:13][CH2:14][CH:10]([N:2]([CH3:1])[C:3](=[O:9])[O:4][C:5]([CH3:6])([CH3:7])[CH3:8])[CH2:11]2)=[N:16][CH:17]=1. (3) Given the reactants [N+:1]([C:4]1[CH:9]=[CH:8][C:7]([N:10]2[CH2:15][CH2:14][NH:13][CH2:12][CH2:11]2)=[CH:6][CH:5]=1)([O-:3])=[O:2].C(O)(=O)C.C(O[C:23]1(O[Si](C)(C)C)[CH2:25][CH2:24]1)C.C([BH3-])#N.[Na+], predict the reaction product. The product is: [CH:23]1([N:13]2[CH2:14][CH2:15][N:10]([C:7]3[CH:6]=[CH:5][C:4]([N+:1]([O-:3])=[O:2])=[CH:9][CH:8]=3)[CH2:11][CH2:12]2)[CH2:25][CH2:24]1. (4) Given the reactants [Cl:1][C:2]1[C:7]([O:8][CH3:9])=[CH:6][C:5]([O:10][CH3:11])=[C:4]([Cl:12])[C:3]=1[C:13]1[N:18]=[C:17]2[NH:19][N:20]=[C:21](I)[C:16]2=[CH:15][N:14]=1.CC1(C)C(C)(C)OB([C:31]2[CH:32]=[C:33]3[C:38](=[CH:39][CH:40]=2)[C:37](=[O:41])[NH:36][CH2:35][CH2:34]3)O1.C(=O)([O-])[O-].[Na+].[Na+], predict the reaction product. The product is: [Cl:1][C:2]1[C:7]([O:8][CH3:9])=[CH:6][C:5]([O:10][CH3:11])=[C:4]([Cl:12])[C:3]=1[C:13]1[N:18]=[C:17]2[NH:19][N:20]=[C:21]([C:31]3[CH:32]=[C:33]4[C:38](=[CH:39][CH:40]=3)[C:37](=[O:41])[NH:36][CH2:35][CH2:34]4)[C:16]2=[CH:15][N:14]=1.